Predict the product of the given reaction. From a dataset of Forward reaction prediction with 1.9M reactions from USPTO patents (1976-2016). (1) Given the reactants [CH2:1]([O:3][C:4](=[O:12])[C:5]1[CH:10]=[C:9]([OH:11])[CH:8]=[N:7][CH:6]=1)[CH3:2].CC(C)([O-])C.[K+].[CH:19]1([NH:25][C:26](=[O:47])[NH:27][C@@H:28]2[C@H:32]3[O:33][CH2:34][C@@H:35](OS(C4C=CC(C)=CC=4)(=O)=O)[C@H:31]3[O:30][CH2:29]2)[CH2:24][CH2:23][CH2:22][CH2:21][CH2:20]1, predict the reaction product. The product is: [CH2:1]([O:3][C:4](=[O:12])[C:5]1[CH:10]=[C:9]([O:11][C@H:35]2[CH2:34][O:33][C@@H:32]3[C@@H:28]([NH:27][C:26]([NH:25][CH:19]4[CH2:20][CH2:21][CH2:22][CH2:23][CH2:24]4)=[O:47])[CH2:29][O:30][C@H:31]23)[CH:8]=[N:7][CH:6]=1)[CH3:2]. (2) Given the reactants [C:1]([O:5][C:6]([N:8]([CH3:21])[CH2:9][CH2:10][C:11]1[CH:20]=[CH:19][C:14]([C:15]([O:17]C)=[O:16])=[CH:13][CH:12]=1)=[O:7])([CH3:4])([CH3:3])[CH3:2].[OH-].[Na+], predict the reaction product. The product is: [C:1]([O:5][C:6]([N:8]([CH3:21])[CH2:9][CH2:10][C:11]1[CH:20]=[CH:19][C:14]([C:15]([OH:17])=[O:16])=[CH:13][CH:12]=1)=[O:7])([CH3:3])([CH3:4])[CH3:2]. (3) Given the reactants [CH3:1][O:2][C:3]1[CH:4]=[C:5]2[C:9](=[CH:10][CH:11]=1)[N:8]([CH3:12])[CH:7]=[C:6]2[C:13]1[N:23]([CH2:24][O:25][CH2:26][CH2:27][Si:28]([CH3:31])([CH3:30])[CH3:29])[C:16]2=[N:17][CH:18]=[C:19]([CH:21]=[O:22])[N:20]=[C:15]2[CH:14]=1.[BH4-].[Na+], predict the reaction product. The product is: [CH3:1][O:2][C:3]1[CH:4]=[C:5]2[C:9](=[CH:10][CH:11]=1)[N:8]([CH3:12])[CH:7]=[C:6]2[C:13]1[N:23]([CH2:24][O:25][CH2:26][CH2:27][Si:28]([CH3:29])([CH3:31])[CH3:30])[C:16]2=[N:17][CH:18]=[C:19]([CH2:21][OH:22])[N:20]=[C:15]2[CH:14]=1. (4) Given the reactants [NH2:1][CH2:2][CH:3]([C:5]1[CH:10]=[CH:9][CH:8]=[CH:7][C:6]=1[OH:11])[OH:4].[OH:12][C:13]1[CH:14]=[C:15]([C@H:19]([N:21]=[C:22]=[S:23])[CH3:20])[CH:16]=[CH:17][CH:18]=1, predict the reaction product. The product is: [OH:11][C:6]1[CH:7]=[CH:8][CH:9]=[CH:10][C:5]=1[CH:3]([OH:4])[CH2:2][NH:1][C:22]([NH:21][C@@H:19]([C:15]1[CH:16]=[CH:17][CH:18]=[C:13]([OH:12])[CH:14]=1)[CH3:20])=[S:23]. (5) The product is: [CH:13]1[C:14]2[C:19](=[CH:18][CH:17]=[CH:16][CH:15]=2)[CH:20]=[CH:21][C:12]=1[C:10]1[C:3]2[C:2](=[CH:9][CH:8]=[C:5]([C:6]#[N:7])[CH:4]=2)[NH:24][N:23]=1. Given the reactants F[C:2]1[CH:9]=[CH:8][C:5]([C:6]#[N:7])=[CH:4][C:3]=1[C:10]([C:12]1[CH:21]=[CH:20][C:19]2[C:14](=[CH:15][CH:16]=[CH:17][CH:18]=2)[CH:13]=1)=O.O.[NH2:23][NH2:24], predict the reaction product.